From a dataset of Catalyst prediction with 721,799 reactions and 888 catalyst types from USPTO. Predict which catalyst facilitates the given reaction. Reactant: [OH:1][CH2:2][CH2:3][C:4]1[CH:9]=[CH:8][C:7]([NH:10][C:11]2[N:16]=[C:15]([CH3:17])[N:14]=[C:13]([CH:18](C(OCC)=O)C(OCC)=O)[C:12]=2[N+:29]([O-:31])=[O:30])=[CH:6][CH:5]=1. Product: [CH3:17][C:15]1[N:16]=[C:11]([NH:10][C:7]2[CH:6]=[CH:5][C:4]([CH2:3][CH2:2][OH:1])=[CH:9][CH:8]=2)[C:12]([N+:29]([O-:31])=[O:30])=[C:13]([CH3:18])[N:14]=1. The catalyst class is: 33.